Dataset: Reaction yield outcomes from USPTO patents with 853,638 reactions. Task: Predict the reaction yield, written as a fraction of the theoretical maximum amount of product (1.0 means a 100% yield; for example, 0.34 means a 34% yield). (1) The reactants are [Cl:1][C:2]1[CH:3]=[CH:4][C:5]2[N:11]3[CH2:12][CH2:13][CH:8]([CH2:9][CH2:10]3)[NH:7][C:6]=2[N:14]=1.[CH3:15][C:16]([O:19][C:20](O[C:20]([O:19][C:16]([CH3:18])([CH3:17])[CH3:15])=[O:21])=[O:21])([CH3:18])[CH3:17].O. The yield is 0.920. The product is [Cl:1][C:2]1[CH:3]=[CH:4][C:5]2[N:11]3[CH2:10][CH2:9][CH:8]([CH2:13][CH2:12]3)[N:7]([C:20]([O:19][C:16]([CH3:18])([CH3:17])[CH3:15])=[O:21])[C:6]=2[N:14]=1. The catalyst is CN(C1C=CN=CC=1)C.C1COCC1. (2) The reactants are [CH2:1]([O:8][C:9]1[CH:17]=[C:16]([O:18][CH2:19][C:20]2[CH:25]=[CH:24][CH:23]=[CH:22][CH:21]=2)[C:15]([C:26]([CH3:28])=[CH2:27])=[CH:14][C:10]=1[C:11]([OH:13])=O)[C:2]1[CH:7]=[CH:6][CH:5]=[CH:4][CH:3]=1.Br.[OH:30][C:31]1[CH:39]=[CH:38][CH:37]=[C:36]2[C:32]=1[CH2:33][NH:34][CH2:35]2.Cl.C(N=C=NCCCN(C)C)C.ON1C2C=CC=CC=2N=N1.C(N(CC)CC)C. The catalyst is CN(C)C=O. The product is [CH2:1]([O:8][C:9]1[CH:17]=[C:16]([O:18][CH2:19][C:20]2[CH:21]=[CH:22][CH:23]=[CH:24][CH:25]=2)[C:15]([C:26]([CH3:28])=[CH2:27])=[CH:14][C:10]=1[C:11]([N:34]1[CH2:33][C:32]2[C:36](=[CH:37][CH:38]=[CH:39][C:31]=2[OH:30])[CH2:35]1)=[O:13])[C:2]1[CH:7]=[CH:6][CH:5]=[CH:4][CH:3]=1. The yield is 0.960. (3) The reactants are FC(F)(F)S(O[C:7]1[CH:12]=[CH:11][C:10]([N:13]2[CH:18]=[C:17]([O:19][CH3:20])[C:16](=[O:21])[C:15]([C:22]3[N:26]([C:27]4[CH:32]=[CH:31][CH:30]=[CH:29][CH:28]=4)[N:25]=[CH:24][CH:23]=3)=[N:14]2)=[C:9]([F:33])[CH:8]=1)(=O)=O.Cl.[F:37][C:38]1([F:44])[CH2:43][CH2:42][NH:41][CH2:40][CH2:39]1.CC1(C)C2C(=C(P(C3C=CC=CC=3)C3C=CC=CC=3)C=CC=2)OC2C(P(C3C=CC=CC=3)C3C=CC=CC=3)=CC=CC1=2.CC([O-])(C)C.[Na+]. The catalyst is O1CCOCC1.C1C=CC(/C=C/C(/C=C/C2C=CC=CC=2)=O)=CC=1.C1C=CC(/C=C/C(/C=C/C2C=CC=CC=2)=O)=CC=1.C1C=CC(/C=C/C(/C=C/C2C=CC=CC=2)=O)=CC=1.[Pd].[Pd].O. The product is [F:37][C:38]1([F:44])[CH2:43][CH2:42][N:41]([C:7]2[CH:12]=[CH:11][C:10]([N:13]3[CH:18]=[C:17]([O:19][CH3:20])[C:16](=[O:21])[C:15]([C:22]4[N:26]([C:27]5[CH:28]=[CH:29][CH:30]=[CH:31][CH:32]=5)[N:25]=[CH:24][CH:23]=4)=[N:14]3)=[C:9]([F:33])[CH:8]=2)[CH2:40][CH2:39]1. The yield is 0.250. (4) The reactants are [NH2:1][C:2]1[CH:7]=[CH:6][CH:5]=[CH:4][C:3]=1[SH:8].[Br:9][C:10]1[CH:17]=[C:14]([CH:15]=O)[C:13]([OH:18])=[CH:12][CH:11]=1. The yield is 0.600. The catalyst is O1CCOCC1. The product is [S:8]1[C:3]2[CH:4]=[CH:5][CH:6]=[CH:7][C:2]=2[N:1]=[C:15]1[C:14]1[CH:17]=[C:10]([Br:9])[CH:11]=[CH:12][C:13]=1[OH:18]. (5) The reactants are C(OC(=O)[NH:7][C:8]1[CH:17]=[CH:16][CH:15]=[C:14]2[C:9]=1[CH:10]=[CH:11][CH:12]=[N+:13]2[O-])(C)(C)C.C(OCC)(=O)C.O.C(=O)([O-])O.[Na+].[Cl-:32].[P+]=O. No catalyst specified. The product is [Cl:32][C:12]1[CH:11]=[CH:10][C:9]2[C:8]([NH2:7])=[CH:17][CH:16]=[CH:15][C:14]=2[N:13]=1. The yield is 0.110. (6) The reactants are [NH2:1][CH2:2][CH2:3][C:4]1[CH:5]=[CH:6][C:7]([O:12][C:13]2[CH:18]=[CH:17][C:16]([C:19]([F:22])([F:21])[F:20])=[CH:15][N:14]=2)=[C:8]([CH:11]=1)[C:9]#[N:10].CS[C:25]1[NH:26][CH:27]=[C:28]([CH2:32][C:33]2[CH:34]=[N:35][CH:36]=[N:37][CH:38]=2)[C:29](=[O:31])[N:30]=1. The catalyst is C(O)C. The product is [O:31]=[C:29]1[C:28]([CH2:32][C:33]2[CH:38]=[N:37][CH:36]=[N:35][CH:34]=2)=[CH:27][NH:26][C:25]([NH:1][CH2:2][CH2:3][C:4]2[CH:5]=[CH:6][C:7]([O:12][C:13]3[CH:18]=[CH:17][C:16]([C:19]([F:22])([F:20])[F:21])=[CH:15][N:14]=3)=[C:8]([CH:11]=2)[C:9]#[N:10])=[N:30]1. The yield is 0.170. (7) The reactants are [N+:1]([O-:4])(O)=[O:2].[Br:5][C:6]1[CH:11]=[C:10]([F:12])[CH:9]=[CH:8][C:7]=1[CH2:13][C:14]([OH:16])=[O:15]. No catalyst specified. The product is [Br:5][C:6]1[CH:11]=[C:10]([F:12])[C:9]([N+:1]([O-:4])=[O:2])=[CH:8][C:7]=1[CH2:13][C:14]([OH:16])=[O:15]. The yield is 0.510. (8) The reactants are [NH2:1][C:2]1[S:6][C:5]2[CH2:7][CH2:8][CH2:9][CH2:10][C:4]=2[C:3]=1[C:11]([C:13]1[CH:18]=[CH:17][C:16]([CH2:19][CH3:20])=[CH:15][CH:14]=1)=O.[C:21]([O:28][CH3:29])(=[O:27])[CH2:22][CH2:23][C:24]([CH3:26])=O.Cl[Si](C)(C)C. The catalyst is CN(C=O)C. The product is [CH3:26][C:24]1[N:1]=[C:2]2[S:6][C:5]3[CH2:7][CH2:8][CH2:9][CH2:10][C:4]=3[C:3]2=[C:11]([C:13]2[CH:18]=[CH:17][C:16]([CH2:19][CH3:20])=[CH:15][CH:14]=2)[C:23]=1[CH2:22][C:21]([O:28][CH3:29])=[O:27]. The yield is 0.740.